Task: Predict the reactants needed to synthesize the given product.. Dataset: Full USPTO retrosynthesis dataset with 1.9M reactions from patents (1976-2016) (1) The reactants are: [H-].[Na+].[F:3][C:4]1[CH:9]=[CH:8][C:7]([C:10](=[O:22])[CH2:11][CH2:12][CH2:13][CH:14]([OH:21])[N:15]2[CH2:20][CH2:19][O:18][CH2:17][CH2:16]2)=[CH:6][CH:5]=1.[CH2:23](Br)[C:24]1[CH:29]=[CH:28][CH:27]=[CH:26][CH:25]=1.C1(C)C=CC=CC=1. Given the product [CH2:23]([O:22][CH:10]([C:7]1[CH:8]=[CH:9][C:4]([F:3])=[CH:5][CH:6]=1)[CH2:11][CH2:12][CH2:13][C:14]([N:15]1[CH2:20][CH2:19][O:18][CH2:17][CH2:16]1)=[O:21])[C:24]1[CH:29]=[CH:28][CH:27]=[CH:26][CH:25]=1, predict the reactants needed to synthesize it. (2) Given the product [CH3:22][O:21][C:18]1[CH:19]=[CH:20][C:15]([O:14][CH2:13][C:10]2([CH2:9][OH:8])[CH2:11][CH2:12]2)=[CH:16][CH:17]=1, predict the reactants needed to synthesize it. The reactants are: C([Si]([O:8][CH2:9][C:10]1([CH2:13][O:14][C:15]2[CH:20]=[CH:19][C:18]([O:21][CH3:22])=[CH:17][CH:16]=2)[CH2:12][CH2:11]1)(C)C)(C)(C)C.[F-].C([N+](CCCC)(CCCC)CCCC)CCC. (3) Given the product [F:1][C:2]1[CH:3]=[CH:4][C:5]([N:8]([C:18](=[O:19])[CH2:17][CH2:16][N:11]2[CH2:15][CH2:14][CH2:13][CH2:12]2)[NH2:9])=[N:6][CH:7]=1, predict the reactants needed to synthesize it. The reactants are: [F:1][C:2]1[CH:3]=[CH:4][C:5]([NH:8][NH2:9])=[N:6][CH:7]=1.Cl.[N:11]1([CH2:16][CH2:17][C:18](O)=[O:19])[CH2:15][CH2:14][CH2:13][CH2:12]1.C(Cl)CCl.C1C=CC2N(O)N=NC=2C=1.C(N(CC)CC)C. (4) The reactants are: [CH2:1]([O:3][C:4](=[O:21])[CH:5]([C:12]1[CH:17]=[CH:16][C:15]([N+:18]([O-])=O)=[CH:14][CH:13]=1)[CH2:6][CH:7]1[CH2:11][CH2:10][CH2:9][CH2:8]1)[CH3:2].[H][H]. Given the product [CH2:1]([O:3][C:4](=[O:21])[CH:5]([C:12]1[CH:17]=[CH:16][C:15]([NH2:18])=[CH:14][CH:13]=1)[CH2:6][CH:7]1[CH2:8][CH2:9][CH2:10][CH2:11]1)[CH3:2], predict the reactants needed to synthesize it. (5) Given the product [N+:15]([C:11]1[CH:10]=[C:9]([C:4]2[C:2](=[O:19])[O:7][C:6](=[O:8])[CH:5]=2)[CH:14]=[CH:13][CH:12]=1)([O-:17])=[O:16], predict the reactants needed to synthesize it. The reactants are: [K+].[C:2]([C:4]([C:9]1[CH:14]=[CH:13][CH:12]=[C:11]([N+:15]([O-:17])=[O:16])[CH:10]=1)=[CH:5][C:6]([O-:8])=[O:7])#N.S(=O)(=O)(O)[OH:19]. (6) The reactants are: [O:1]1[CH:5]=[CH:4][CH:3]=[C:2]1[C:6]([NH:8][C:9]1[CH:18]=[CH:17][C:12]([C:13](OC)=[O:14])=[CH:11][CH:10]=1)=[O:7].O.[NH2:20][NH2:21]. Given the product [NH:20]([C:13]([C:12]1[CH:17]=[CH:18][C:9]([NH:8][C:6]([C:2]2[O:1][CH:5]=[CH:4][CH:3]=2)=[O:7])=[CH:10][CH:11]=1)=[O:14])[NH2:21], predict the reactants needed to synthesize it.